Dataset: Reaction yield outcomes from USPTO patents with 853,638 reactions. Task: Predict the reaction yield, written as a fraction of the theoretical maximum amount of product (1.0 means a 100% yield; for example, 0.34 means a 34% yield). (1) The reactants are [CH3:1][N:2]1[C:6]([C:7](OC)=[O:8])=[CH:5][C:4]([O:11][CH2:12][C:13]2[C:14]([CH3:28])=[N:15][N:16]([C:18]3[CH:23]=[CH:22][C:21]([C:24]([F:27])([F:26])[F:25])=[CH:20][N:19]=3)[CH:17]=2)=[N:3]1.[H-].C([Al+]CC(C)C)C(C)C.Cl. The catalyst is O1CCCC1.CCCCCC. The product is [CH3:1][N:2]1[C:6]([CH2:7][OH:8])=[CH:5][C:4]([O:11][CH2:12][C:13]2[C:14]([CH3:28])=[N:15][N:16]([C:18]3[CH:23]=[CH:22][C:21]([C:24]([F:27])([F:25])[F:26])=[CH:20][N:19]=3)[CH:17]=2)=[N:3]1. The yield is 0.880. (2) The reactants are [N:1]12[CH2:8][CH2:7][CH:4]([CH2:5][CH2:6]1)[C:3](=[O:9])[CH2:2]2.[CH:10](=O)[C:11]1[CH:16]=[CH:15][CH:14]=[CH:13][CH:12]=1.[OH-].[K+].O. The yield is 0.620. The product is [CH:10](=[C:2]1[C:3](=[O:9])[CH:4]2[CH2:7][CH2:8][N:1]1[CH2:6][CH2:5]2)[C:11]1[CH:16]=[CH:15][CH:14]=[CH:13][CH:12]=1. The catalyst is CO.